From a dataset of Peptide-MHC class II binding affinity with 134,281 pairs from IEDB. Regression. Given a peptide amino acid sequence and an MHC pseudo amino acid sequence, predict their binding affinity value. This is MHC class II binding data. (1) The peptide sequence is YDKFLAKVSTVLTGK. The MHC is DRB1_0802 with pseudo-sequence DRB1_0802. The binding affinity (normalized) is 0.790. (2) The peptide sequence is GELQIVDKIEAAFKI. The MHC is DRB3_0101 with pseudo-sequence DRB3_0101. The binding affinity (normalized) is 0.737. (3) The binding affinity (normalized) is 0.686. The peptide sequence is VHVSFVMAYPEMLAA. The MHC is DRB1_1501 with pseudo-sequence DRB1_1501. (4) The peptide sequence is TLWQRPLVTIKIGGQLIEAL. The MHC is HLA-DPA10103-DPB10401 with pseudo-sequence YAFFMFSGGAILNTLFGQFEYFAIEKVRMHLGMT. The binding affinity (normalized) is 0.182. (5) The peptide sequence is PEEFAVVDLSKMRAV. The MHC is DRB1_0101 with pseudo-sequence DRB1_0101. The binding affinity (normalized) is 0.387. (6) The peptide sequence is YDKFLANVSTVLGGK. The MHC is DRB1_0802 with pseudo-sequence DRB1_0802. The binding affinity (normalized) is 0.968. (7) The MHC is HLA-DQA10101-DQB10501 with pseudo-sequence HLA-DQA10101-DQB10501. The binding affinity (normalized) is 0.353. The peptide sequence is EKKYFAATQFCPLAA. (8) The peptide sequence is NYEQQEQASQQILSS. The MHC is DRB1_0901 with pseudo-sequence DRB1_0901. The binding affinity (normalized) is 0.399. (9) The peptide sequence is GELCIVDKIDAAFKI. The MHC is DRB4_0101 with pseudo-sequence DRB4_0103. The binding affinity (normalized) is 0.397.